This data is from Forward reaction prediction with 1.9M reactions from USPTO patents (1976-2016). The task is: Predict the product of the given reaction. (1) Given the reactants [C:1]([C:4]1[CH:5]=[CH:6][C:7]([NH:14][S:15]([CH3:18])(=[O:17])=[O:16])=[C:8]([CH:13]=1)[C:9]([O:11][CH3:12])=[O:10])(=O)[CH3:2].[CH3:19][C:20]([S@:23]([NH2:25])=[O:24])([CH3:22])[CH3:21].[BH4-].[Na+].[CH3:28][C@@H](O)[C@H](N)C(O)=O, predict the reaction product. The product is: [C:20]([S@:23]([NH:25][C@@H:1]([C:4]1[CH:5]=[CH:6][C:7]([NH:14][S:15]([CH3:18])(=[O:17])=[O:16])=[C:8]([CH:13]=1)[C:9]([O:11][CH2:12][CH3:28])=[O:10])[CH3:2])=[O:24])([CH3:22])([CH3:21])[CH3:19]. (2) Given the reactants I[C:2]1[CH:7]=[CH:6][N:5]=[C:4]2[N:8](CC3C=CC(OC)=CC=3)[N:9]=[C:10]([CH:11]([CH3:13])[CH3:12])[C:3]=12.IC1C=CN=C2NN=C(C(C)C)C=12.COC1C=CC(CCl)=CC=1.Cl.[CH3:47][N:48]1[CH:52]=[C:51]([C:53]2[N:54]=[CH:55][NH:56][CH:57]=2)[CH:50]=[N:49]1, predict the reaction product. The product is: [CH:11]([C:10]1[C:3]2[C:4](=[N:5][CH:6]=[CH:7][C:2]=2[N:56]2[CH:57]=[C:53]([C:51]3[CH:50]=[N:49][N:48]([CH3:47])[CH:52]=3)[N:54]=[CH:55]2)[NH:8][N:9]=1)([CH3:12])[CH3:13]. (3) Given the reactants [C:1]([NH:8][C@@H:9]([C:14]([OH:16])=O)[C:10]([CH3:13])([CH3:12])[CH3:11])([O:3][C:4]([CH3:7])([CH3:6])[CH3:5])=[O:2].C1C=CC2N(O)N=NC=2C=1.C(Cl)CCl.[NH:31]1[CH2:36][CH2:35][CH:34]([C:37]#[N:38])[CH2:33][CH2:32]1.C(N(CC)C(C)C)(C)C, predict the reaction product. The product is: [C:4]([O:3][C:1](=[O:2])[NH:8][C@@H:9]([C:14]([N:31]1[CH2:36][CH2:35][CH:34]([C:37]#[N:38])[CH2:33][CH2:32]1)=[O:16])[C:10]([CH3:11])([CH3:12])[CH3:13])([CH3:5])([CH3:6])[CH3:7]. (4) Given the reactants Br[C:2]1[CH:7]=[CH:6][N:5]2[C:8](=[O:15])[N:9]([CH2:11][CH:12]([CH3:14])[CH3:13])[N:10]=[C:4]2[C:3]=1[C:16]1[CH:21]=[CH:20][C:19]([Cl:22])=[CH:18][CH:17]=1.[C:23]([O-:26])([O-])=O.[K+].[K+], predict the reaction product. The product is: [Cl:22][C:19]1[CH:20]=[CH:21][C:16]([C:3]2[C:4]3[N:5]([C:8](=[O:15])[N:9]([CH2:11][CH:12]([CH3:14])[CH3:13])[N:10]=3)[CH:6]=[CH:7][C:2]=2[C:3]2[CH:4]=[N:5][C:6]([O:26][CH3:23])=[CH:7][CH:2]=2)=[CH:17][CH:18]=1.